Dataset: Full USPTO retrosynthesis dataset with 1.9M reactions from patents (1976-2016). Task: Predict the reactants needed to synthesize the given product. (1) Given the product [C:1]([O:5][C:6]([N:8]1[CH2:12][C@@H:11]([O:13][C:28]2[CH:29]=[C:30]3[C:25]([CH:24]=[CH:23][N:22]=[CH:21]3)=[CH:26][CH:27]=2)[CH2:10][C@H:9]1[C:14]([O:16][C:17]([CH3:20])([CH3:19])[CH3:18])=[O:15])=[O:7])([CH3:4])([CH3:3])[CH3:2], predict the reactants needed to synthesize it. The reactants are: [C:1]([O:5][C:6]([N:8]1[CH2:12][C@H:11]([OH:13])[CH2:10][C@H:9]1[C:14]([O:16][C:17]([CH3:20])([CH3:19])[CH3:18])=[O:15])=[O:7])([CH3:4])([CH3:3])[CH3:2].[CH:21]1[C:30]2[C:25](=[CH:26][CH:27]=[C:28](O)[CH:29]=2)[CH:24]=[CH:23][N:22]=1. (2) Given the product [F:1][CH:2]([F:13])[C:3]1[C:7]([C:8]([N:20]2[CH2:21][CH2:22][CH2:23][CH:19]2[CH2:18][C:17]2[CH:24]=[CH:25][CH:26]=[C:15]([CH3:14])[CH:16]=2)=[O:9])=[C:6]([F:11])[N:5]([CH3:12])[N:4]=1, predict the reactants needed to synthesize it. The reactants are: [F:1][CH:2]([F:13])[C:3]1[C:7]([C:8](Cl)=[O:9])=[C:6]([F:11])[N:5]([CH3:12])[N:4]=1.[CH3:14][C:15]1[CH:16]=[C:17]([CH:24]=[CH:25][CH:26]=1)[CH2:18][CH:19]1[CH2:23][CH2:22][CH2:21][NH:20]1.C(N(CC)CC)C. (3) Given the product [C:1]([CH:5]1[O:18][CH2:17][C:16]2[C:15]3[C:10](=[CH:11][CH:12]=[C:13]([CH3:19])[N:14]=3)[C:9](=[O:8])[NH:23][C:7]=2[CH2:6]1)([CH3:4])([CH3:3])[CH3:2], predict the reactants needed to synthesize it. The reactants are: [C:1]([CH:5]1[O:18][CH2:17][CH:16]2[CH:7]([O:8][C:9](=O)[C:10]3[C:15]2=[N:14][C:13]([CH3:19])=[CH:12][CH:11]=3)[CH2:6]1)([CH3:4])([CH3:3])[CH3:2].CO.[NH3:23]. (4) Given the product [Br:15][C:16]1[CH:17]=[C:18]2[C:19](=[CH:20][N:21]=1)[N:22]=[C:23]1[N:24]2[C:25]([CH3:29])([CH3:30])[CH2:26][CH2:27][O:31]1, predict the reactants needed to synthesize it. The reactants are: N(C(OC(C)C)=O)=NC(OC(C)C)=O.[Br:15][C:16]1[N:21]=[CH:20][C:19]2[NH:22][C:23](=[O:31])[N:24]([C:25]([CH3:30])([CH3:29])[CH2:26][CH2:27]O)[C:18]=2[CH:17]=1.C1(P(C2C=CC=CC=2)C2C=CC=CC=2)C=CC=CC=1.